This data is from Reaction yield outcomes from USPTO patents with 853,638 reactions. The task is: Predict the reaction yield, written as a fraction of the theoretical maximum amount of product (1.0 means a 100% yield; for example, 0.34 means a 34% yield). (1) The reactants are C(Cl)(=O)C(Cl)=O.CS(C)=O.[C:11]([O:15][C:16](=[O:28])[N:17]([CH2:19][C@H:20]1[CH2:25][CH2:24][C@H:23]([CH2:26][OH:27])[CH2:22][CH2:21]1)[CH3:18])([CH3:14])([CH3:13])[CH3:12].C(N(CC)CC)C. The catalyst is ClCCl. The product is [C:11]([O:15][C:16](=[O:28])[N:17]([CH2:19][C@H:20]1[CH2:25][CH2:24][C@H:23]([CH:26]=[O:27])[CH2:22][CH2:21]1)[CH3:18])([CH3:12])([CH3:14])[CH3:13]. The yield is 0.911. (2) The catalyst is CO. The reactants are [O:1]1[CH2:6][CH2:5][N:4]([S:7]([C:10]2[CH:19]=[CH:18][C:13]([C:14](OC)=[O:15])=[CH:12][CH:11]=2)(=[O:9])=[O:8])[CH2:3][CH2:2]1.[NH2:20][NH2:21]. The product is [O:1]1[CH2:6][CH2:5][N:4]([S:7]([C:10]2[CH:19]=[CH:18][C:13]([C:14]([NH:20][NH2:21])=[O:15])=[CH:12][CH:11]=2)(=[O:9])=[O:8])[CH2:3][CH2:2]1. The yield is 0.740. (3) The reactants are [NH2:1][C@H:2]1[CH2:6][CH2:5][N:4]([CH:7]2[CH2:12][CH2:11][N:10]([C:13]([O:15][CH2:16][C:17]3[CH:22]=[CH:21][CH:20]=[CH:19][CH:18]=3)=[O:14])[CH2:9][CH2:8]2)[C:3]1=[O:23].C1C=CC(P(C2C=CC3C(=CC=CC=3)C=2C2C3C(=CC=CC=3)C=CC=2P(C2C=CC=CC=2)C2C=CC=CC=2)C2C=CC=CC=2)=CC=1.Br[C:71]1[CH:76]=[C:75]([CH3:77])[C:74]([S:78]([CH3:81])(=[O:80])=[O:79])=[CH:73][C:72]=1[F:82].C([O-])([O-])=O.[Cs+].[Cs+]. The catalyst is C1(C)C=CC=CC=1.C1C=CC(/C=C/C(/C=C/C2C=CC=CC=2)=O)=CC=1.C1C=CC(/C=C/C(/C=C/C2C=CC=CC=2)=O)=CC=1.C1C=CC(/C=C/C(/C=C/C2C=CC=CC=2)=O)=CC=1.[Pd].[Pd]. The product is [F:82][C:72]1[CH:73]=[C:74]([S:78]([CH3:81])(=[O:80])=[O:79])[C:75]([CH3:77])=[CH:76][C:71]=1[NH:1][C@H:2]1[CH2:6][CH2:5][N:4]([CH:7]2[CH2:12][CH2:11][N:10]([C:13]([O:15][CH2:16][C:17]3[CH:22]=[CH:21][CH:20]=[CH:19][CH:18]=3)=[O:14])[CH2:9][CH2:8]2)[C:3]1=[O:23]. The yield is 0.761. (4) The reactants are [N+:1]([C:4]1[CH:5]=[C:6]([C:10]2[S:11][C:12]3[CH:17]=[CH:16][N:15]=[CH:14][C:13]=3[N:18]=2)[CH:7]=[CH:8][CH:9]=1)([O-])=O.[NH4+].[Cl-].O. The catalyst is [Fe].CO. The product is [S:11]1[C:12]2[CH:17]=[CH:16][N:15]=[CH:14][C:13]=2[N:18]=[C:10]1[C:6]1[CH:5]=[C:4]([NH2:1])[CH:9]=[CH:8][CH:7]=1. The yield is 0.630.